From a dataset of Experimentally validated miRNA-target interactions with 360,000+ pairs, plus equal number of negative samples. Binary Classification. Given a miRNA mature sequence and a target amino acid sequence, predict their likelihood of interaction. (1) The miRNA is hsa-miR-29b-2-5p with sequence CUGGUUUCACAUGGUGGCUUAG. The protein sequence of the target gene is MAATDIARQVGEGCRTVPLAGHVGFDSLPDQLVNKSVSQGFCFNILCVGETGLGKSTLMDTLFNTKFEGEPATHTQPGVQLQSNTYDLQESNVRLKLTIVSTVGFGDQINKEDSYKPIVEFIDAQFEAYLQEELKIRRVLHTYHDSRIHVCLYFIAPTGHSLKSLDLVTMKKLDSKVNIIPIIAKADAISKSELTKFKIKITSELVSNGVQIYQFPTDDESVAEINGTMNAHLPFAVIGSTEELKIGNKMMRARQYPWGTVQVENEAHCDFVKLREMLIRVNMEDLREQTHTRHYELYRR.... Result: 1 (interaction). (2) The miRNA is hsa-miR-4324 with sequence CCCUGAGACCCUAACCUUAA. The protein sequence of the target gene is MFHVSFRYIFGIPPLILVLLPVTSSECHIKDKEGKAYESVLMISIDELDKMTGTDSNCPNNEPNFFRKHVCDDTKEAAFLNRAARKLKQFLKMNISEEFNVHLLTVSQGTQTLVNCTSKEEKNVKEQKKNDACFLKRLLREIKTCWNKILKGSI. Result: 0 (no interaction). (3) The miRNA is hsa-miR-335-5p with sequence UCAAGAGCAAUAACGAAAAAUGU. The protein sequence of the target gene is METKVHLFCQAEENIDLLDDGSNSFATDLSSGTINHKKYIKFSKTIEKEISPEIRSLSPEYKKIFETSIIFCGEEKSSDFSGEKKVGRKSLQVQQHSKRTEIIPPFLKLSKEKVTRKENSLCKLPNQYSVHKTSSPLCTSSAITREKEMLSNLYMTLYDEVTHGYLHSKELSALHKACKIFSKIRSGKIYVNDLPVILCILRISISDLEMRQALKTVDIDAFQDALKIFCRIKGGRVSTDDVFAVLDSMGIPINREILEEVTKHTYIDSNHMVDIGDIIFTLNELQEQYEDVSITEGSPL.... Result: 1 (interaction). (4) The miRNA is hsa-miR-520d-5p with sequence CUACAAAGGGAAGCCCUUUC. The protein sequence of the target gene is MKSALCSRFFILLPWILIVIIMLDVDPRRPAPQLTSRPYFSPHAVGCGGSRVPLRRSSPGRDAAEKRNESRPQLQPEPRLPTIYAITPTYSRPVQKAELTRLANTFRQVAQLHWILVEDRATRSELVSSFLARAGLPNTHLHVPTPRRYKRPWLPRATEQRNAGLAWLRQRHQHQSAQPGVLFFADDDNTYSLELFQEMRTTRKVSVWPVGLVGGRRYERPLVKNGKVVGWYTGWREDRPFAIDMAGFAVSLQVILSNPKAVFKRRGSQPGMQESDFLKQITTVEELEPKASNCTKVLVW.... Result: 0 (no interaction). (5) The miRNA is mmu-miR-5627-3p with sequence ACAGGGCUCUCCGGCGCCCCUCGU. The protein sequence of the target gene is MQRALPGARQHLGAILASASVVVKALCAAVLFLYLLSFAVDTGCLAVTPGYLFPPNFWIWTLATHGLMEQHVWDVAISLTTVVVAGRLLEPLWGALELLIFFSVVNVSVGLLGAFAYLLTYMASFNLVYLFTVRIHGALGFLGGVLVALKQTMGDCVVLRVPQVRVSVMPMLLLALLLLLRLATLLQSPALASYGFGLLSSWVYLRFYQRHSRGRGDMADHFAFATFFPEILQPVVGLLANLVHSLLVKVKICQKTVKRYDVGAPSSITISLPGTDPQDAERRRQLALKALNERLKRVED.... Result: 0 (no interaction). (6) The protein sequence of the target gene is MATITCTRFTEEYQLFEELGKGAFSVVRRCVKVLAGQEYAAKIINTKKLSARDHQKLEREARICRLLKHPNIVRLHDSISEEGHHYLIFDLVTGGELFEDIVAREYYSEADASHCIQQILEAVLHCHQMGVVHRDLKPENLLLASKLKGAAVKLADFGLAIEVEGEQQAWFGFAGTPGYLSPEVLRKDPYGKPVDLWACGVILYILLVGYPPFWDEDQHRLYQQIKAGAYDFPSPEWDTVTPEAKDLINKMLTINPSKRITAAEALKHPWISHRSTVASCMHRQETVDCLKKFNARRKLK.... Result: 0 (no interaction). The miRNA is hsa-miR-7161-5p with sequence UAAAGACUGUAGAGGCAACUGGU.